Dataset: Forward reaction prediction with 1.9M reactions from USPTO patents (1976-2016). Task: Predict the product of the given reaction. Given the reactants Br[C:2]1[CH:7]=[CH:6][N:5]2[C:8](=[O:11])[NH:9][N:10]=[C:4]2[C:3]=1I.[Cl:13][C:14]1[CH:19]=[CH:18][C:17](B(O)O)=[CH:16][CH:15]=1.C([O-])([O-])=O.[K+].[K+], predict the reaction product. The product is: [Cl:13][C:14]1[CH:19]=[CH:18][C:17]([C:2]2[CH:7]=[CH:6][N:5]3[C:8](=[O:11])[NH:9][N:10]=[C:4]3[C:3]=2[C:17]2[CH:18]=[CH:19][C:14]([Cl:13])=[CH:15][CH:16]=2)=[CH:16][CH:15]=1.